From a dataset of Reaction yield outcomes from USPTO patents with 853,638 reactions. Predict the reaction yield, written as a fraction of the theoretical maximum amount of product (1.0 means a 100% yield; for example, 0.34 means a 34% yield). (1) The catalyst is S(Cl)(Cl)=O.N1C=CC=CC=1.C(OCC)(=O)C. The reactants are [CH3:1][O:2][CH2:3][CH2:4][N:5]1[C:10](=[O:11])[CH:9]=[CH:8][C:7]([C:12]([OH:14])=O)=[CH:6]1.[N:15]1[CH:20]=[CH:19][CH:18]=[C:17]([C:21]2[CH:25]=[C:24]([C:26]([F:29])([F:28])[F:27])[N:23]([C:30]3[CH:31]=[CH:32][C:33]([NH2:36])=[N:34][CH:35]=3)[N:22]=2)[CH:16]=1. The product is [N:15]1[CH:20]=[CH:19][CH:18]=[C:17]([C:21]2[CH:25]=[C:24]([C:26]([F:29])([F:27])[F:28])[N:23]([C:30]3[CH:31]=[CH:32][C:33]([NH:36][C:12]([C:7]4[CH:8]=[CH:9][C:10](=[O:11])[N:5]([CH2:4][CH2:3][O:2][CH3:1])[CH:6]=4)=[O:14])=[N:34][CH:35]=3)[N:22]=2)[CH:16]=1. The yield is 0.740. (2) The reactants are CCCC[N+](CCCC)(CCCC)CCCC.[F-].[C:19]([C@@H:27]1[CH2:32][C@@H:31]([O:33][Si:34]([C:37]([CH3:40])([CH3:39])[CH3:38])([CH3:36])[CH3:35])[CH2:30][C@H:29]([O:41][Si](C(C)(C)C)(C)C)[C@H:28]1[CH2:49][C:50](=[O:57])[C:51]1[CH:56]=[CH:55][CH:54]=[CH:53][CH:52]=1)(=[O:26])[C:20]1[CH:25]=[CH:24][CH:23]=[CH:22][CH:21]=1.CCOC(C)=O. The catalyst is C1COCC1. The product is [C:19]([C@@H:27]1[CH2:32][C@H:31]([O:33][Si:34]([C:37]([CH3:39])([CH3:38])[CH3:40])([CH3:35])[CH3:36])[CH2:30][C@H:29]([OH:41])[C@H:28]1[CH2:49][C:50](=[O:57])[C:51]1[CH:52]=[CH:53][CH:54]=[CH:55][CH:56]=1)(=[O:26])[C:20]1[CH:25]=[CH:24][CH:23]=[CH:22][CH:21]=1. The yield is 0.740. (3) The reactants are [N+:1]([C:4]1[C:5](O)=[C:6]2[CH2:12][CH2:11][CH2:10][C:7]2=[N:8][CH:9]=1)([O-:3])=[O:2].P(Cl)(Cl)([Cl:16])=O. No catalyst specified. The product is [Cl:16][C:5]1[C:4]([N+:1]([O-:3])=[O:2])=[CH:9][N:8]=[C:7]2[CH2:10][CH2:11][CH2:12][C:6]=12. The yield is 0.520. (4) The reactants are [CH:1]12[CH2:7][CH:4]([CH2:5][CH2:6]1)[CH:3]([C:8]([O:10][CH2:11][CH3:12])=[O:9])[NH:2]2.C(N(CC)CC)C.[CH3:20][O:21][C:22]1[CH:30]=[CH:29][C:25]([C:26](Cl)=[O:27])=[CH:24][CH:23]=1. The catalyst is C(Cl)(Cl)Cl. The product is [CH3:20][O:21][C:22]1[CH:30]=[CH:29][C:25]([C:26]([N:2]2[CH:3]([C:8]([O:10][CH2:11][CH3:12])=[O:9])[CH:4]3[CH2:7][CH:1]2[CH2:6][CH2:5]3)=[O:27])=[CH:24][CH:23]=1. The yield is 0.740. (5) The reactants are [Br:1][C:2]1[CH:3]=[C:4]([CH:8]=[CH:9][C:10]=1[CH3:11])[C:5]([NH2:7])=[O:6].C1(=O)O[CH:15]=[CH:14]O1. The catalyst is CCOC(C)=O.CCCCCC. The product is [Br:1][C:2]1[CH:3]=[C:4]([C:5]2[O:6][CH:14]=[CH:15][N:7]=2)[CH:8]=[CH:9][C:10]=1[CH3:11]. The yield is 0.360. (6) The reactants are [CH3:1][C:2]([O:14][Si](C)(C)C)([CH3:13])[C:3]#[C:4][C:5]([C:7]1[CH:12]=[CH:11][N:10]=[CH:9][CH:8]=1)=[O:6].CC1C=CC(S(O)(=O)=O)=CC=1. The catalyst is C(Cl)Cl. The product is [OH:14][C:2]([CH3:13])([CH3:1])[C:3]#[C:4][C:5]([C:7]1[CH:8]=[CH:9][N:10]=[CH:11][CH:12]=1)=[O:6]. The yield is 0.960. (7) The reactants are [NH2:1][C:2]1[CH:7]=[CH:6][CH:5]=[C:4]([NH2:8])[C:3]=1[NH:9][CH2:10][CH2:11][CH2:12][NH:13][C:14](=[O:20])[O:15][C:16]([CH3:19])([CH3:18])[CH3:17].Cl.[Cl:22][C:23]1[CH:28]=[C:27]([Cl:29])[CH:26]=[CH:25][C:24]=1[CH:30]([OH:35])[C:31](=N)OC. The catalyst is C(O)C.O. The product is [NH2:1][C:2]1[C:3]2[N:9]([CH2:10][CH2:11][CH2:12][NH:13][C:14](=[O:20])[O:15][C:16]([CH3:17])([CH3:19])[CH3:18])[C:31]([CH:30]([C:24]3[CH:25]=[CH:26][C:27]([Cl:29])=[CH:28][C:23]=3[Cl:22])[OH:35])=[N:8][C:4]=2[CH:5]=[CH:6][CH:7]=1. The yield is 0.850. (8) The reactants are [NH2:1][C:2]1[CH:7]=[C:6]([O:8][CH3:9])[C:5]([CH3:10])=[CH:4][C:3]=1[OH:11].C1N=CN([C:17](N2C=NC=C2)=[O:18])C=1. The catalyst is C1COCC1. The product is [CH3:10][C:5]1[C:6]([O:8][CH3:9])=[CH:7][C:2]2[NH:1][C:17](=[O:18])[O:11][C:3]=2[CH:4]=1. The yield is 0.980. (9) The reactants are [NH2:1][C:2]1[CH:3]=[C:4]([CH2:11][N:12]2[CH2:17][CH2:16][N:15](C(OC(C)(C)C)=O)[CH2:14][CH:13]2[CH3:25])[C:5]2[O:9][CH:8]=[CH:7][C:6]=2[CH:10]=1.[Cl:26][C:27]1[S:28][C:29]([Cl:36])=[CH:30][C:31]=1[S:32](Cl)(=[O:34])=[O:33]. No catalyst specified. The product is [ClH:26].[ClH:26].[Cl:26][C:27]1[S:28][C:29]([Cl:36])=[CH:30][C:31]=1[S:32]([NH:1][C:2]1[CH:3]=[C:4]([CH2:11][N:12]2[CH2:17][CH2:16][NH:15][CH2:14][CH:13]2[CH3:25])[C:5]2[O:9][CH:8]=[CH:7][C:6]=2[CH:10]=1)(=[O:34])=[O:33]. The yield is 0.430.